This data is from Catalyst prediction with 721,799 reactions and 888 catalyst types from USPTO. The task is: Predict which catalyst facilitates the given reaction. (1) Reactant: C[O:2][C:3](=[O:32])[CH2:4][CH2:5][CH2:6][CH2:7][CH2:8][NH:9][C:10](=[O:31])[C:11]1[CH:16]=[CH:15][C:14]([CH:17]=[N:18][N:19]=[C:20]2[C:28]3[C:23](=[CH:24][CH:25]=[C:26]([F:29])[CH:27]=3)[NH:22][C:21]2=[O:30])=[CH:13][CH:12]=1.CO.[Li+].[OH-].Cl. Product: [F:29][C:26]1[CH:27]=[C:28]2[C:23](=[CH:24][CH:25]=1)[NH:22][C:21](=[O:30])[C:20]2=[N:19][N:18]=[CH:17][C:14]1[CH:13]=[CH:12][C:11]([C:10]([NH:9][CH2:8][CH2:7][CH2:6][CH2:5][CH2:4][C:3]([OH:32])=[O:2])=[O:31])=[CH:16][CH:15]=1. The catalyst class is: 6. (2) Reactant: [CH:1]([N:14]1[CH2:17][CH:16]([O:18][C:19]2[C:27]([CH:28]3[CH2:30][CH2:29]3)=[CH:26][C:22]([C:23](O)=[O:24])=[C:21]([F:31])[CH:20]=2)[CH2:15]1)([C:8]1[CH:13]=[CH:12][CH:11]=[CH:10][CH:9]=1)[C:2]1[CH:7]=[CH:6][CH:5]=[CH:4][CH:3]=1.CCN=C=NCCCN(C)C.[CH3:43][S:44]([NH2:47])(=[O:46])=[O:45]. Product: [CH:1]([N:14]1[CH2:17][CH:16]([O:18][C:19]2[C:27]([CH:28]3[CH2:30][CH2:29]3)=[CH:26][C:22]([C:23]([NH:47][S:44]([CH3:43])(=[O:46])=[O:45])=[O:24])=[C:21]([F:31])[CH:20]=2)[CH2:15]1)([C:8]1[CH:13]=[CH:12][CH:11]=[CH:10][CH:9]=1)[C:2]1[CH:7]=[CH:6][CH:5]=[CH:4][CH:3]=1. The catalyst class is: 79. (3) Reactant: [Cl:1][C:2]1[C:7]([C:8]([OH:10])=O)=[CH:6][N:5]=[C:4]2[N:11]([CH2:14][CH3:15])[N:12]=[CH:13][C:3]=12.[CH:16]([N:19](CC)C(C)C)(C)C.CN. Product: [Cl:1][C:2]1[C:7]([C:8]([NH:19][CH3:16])=[O:10])=[CH:6][N:5]=[C:4]2[N:11]([CH2:14][CH3:15])[N:12]=[CH:13][C:3]=12. The catalyst class is: 7. (4) Reactant: [O:1]([CH2:19][CH2:20][C:21]1([CH2:27][CH2:28][O:29][C:30]2[CH:35]=[C:34]([CH2:36][O:37][C:38](=[O:40])[CH3:39])[CH:33]=[C:32]([CH2:41][O:42][C:43](=[O:45])[CH3:44])[CH:31]=2)[CH2:26][CH2:25][CH2:24][CH2:23][CH2:22]1)[Si](C(C)(C)C)(C1C=CC=CC=1)C1C=CC=CC=1.[F-].C([N+](CCCC)(CCCC)CCCC)CCC.O1CCCC1.C(O)(=O)CC(CC(O)=O)(C(O)=O)O. Product: [C:38]([O:37][CH2:36][C:34]1[CH:35]=[C:30]([O:29][CH2:28][CH2:27][C:21]2([CH2:20][CH2:19][OH:1])[CH2:22][CH2:23][CH2:24][CH2:25][CH2:26]2)[CH:31]=[C:32]([CH2:41][O:42][C:43](=[O:45])[CH3:44])[CH:33]=1)(=[O:40])[CH3:39]. The catalyst class is: 7. (5) Reactant: [F:1][C:2]1[C:10]([CH:11]=O)=[CH:9][CH:8]=[C:7]2[C:3]=1[CH:4]=[CH:5][N:6]2[Si](C(C)C)(C(C)C)C(C)C.[NH2:23][OH:24].Cl. Product: [F:1][C:2]1[C:10]([CH:11]=[N:23][OH:24])=[CH:9][CH:8]=[C:7]2[C:3]=1[CH:4]=[CH:5][NH:6]2. The catalyst class is: 547. (6) Reactant: [C:1]([SiH2:5][O:6][C:7]([CH3:17])([CH3:16])[C:8]1[O:9][CH:10]=[C:11]([OH:15])[C:12](=[O:14])[CH:13]=1)([CH3:4])([CH3:3])[CH3:2].C([O-])([O-])=O.[Cs+].[Cs+].[Br:24][CH2:25][CH2:26][CH2:27][CH2:28][CH2:29]Br. Product: [Br:24][CH2:25][CH2:26][CH2:27][CH2:28][CH2:29][O:15][C:11]1[C:12](=[O:14])[CH:13]=[C:8]([C:7]([CH3:17])([CH3:16])[O:6][SiH2:5][C:1]([CH3:4])([CH3:2])[CH3:3])[O:9][CH:10]=1. The catalyst class is: 3. (7) Reactant: [NH2:1][C:2]1[N:3]([C:16]2[CH:21]=[CH:20][CH:19]=[C:18]([N+:22]([O-])=O)[CH:17]=2)[N:4]=[C:5]2[C:14]3[CH:13]=[CH:12][CH:11]=[CH:10][C:9]=3[NH:8][C:7](=[O:15])[C:6]=12.O1CCCC1. Product: [NH2:1][C:2]1[N:3]([C:16]2[CH:21]=[CH:20][CH:19]=[C:18]([NH2:22])[CH:17]=2)[N:4]=[C:5]2[C:14]3[CH:13]=[CH:12][CH:11]=[CH:10][C:9]=3[NH:8][C:7](=[O:15])[C:6]=12. The catalyst class is: 43. (8) The catalyst class is: 10. Reactant: C(=O)([O-])[O-].FC(F)(F)C(O)=O.[CH:12]([C:15]1[N:19]=[C:18]([N:20]2[CH2:25][CH2:24][CH:23]([NH:26][NH2:27])[CH2:22][CH2:21]2)[O:17][N:16]=1)([CH3:14])[CH3:13].[Cl:28][C:29]1[C:34]([CH:35]=O)=[C:33](Cl)[N:32]=[CH:31][N:30]=1. Product: [Cl:28][C:29]1[N:30]=[CH:31][N:32]=[C:33]2[N:26]([CH:23]3[CH2:24][CH2:25][N:20]([C:18]4[O:17][N:16]=[C:15]([CH:12]([CH3:14])[CH3:13])[N:19]=4)[CH2:21][CH2:22]3)[N:27]=[CH:35][C:34]=12. (9) Product: [NH2:15][C:14]1[S:13][C:12]2[CH:11]=[C:5]([C:6]([O:8][CH2:9][CH3:10])=[O:7])[CH:4]=[CH:3][C:2]=2[N:1]=1. The catalyst class is: 15. Reactant: [NH2:1][C:2]1[CH:12]=[CH:11][C:5]([C:6]([O:8][CH2:9][CH3:10])=[O:7])=[CH:4][CH:3]=1.[S-:13][C:14]#[N:15].[K+].BrBr.